This data is from Forward reaction prediction with 1.9M reactions from USPTO patents (1976-2016). The task is: Predict the product of the given reaction. (1) Given the reactants [CH2:1]([C:4]1([CH2:21][CH:22]=[CH2:23])[C:8](=[O:9])[N:7]([C:10]([O:12][C:13]([CH3:16])([CH3:15])[CH3:14])=[O:11])[C@H:6]([C:17]([O:19][CH3:20])=[O:18])[CH2:5]1)C=C, predict the reaction product. The product is: [O:9]=[C:8]1[C:4]2([CH2:1][CH:23]=[CH:22][CH2:21]2)[CH2:5][C@@H:6]([C:17]([O:19][CH3:20])=[O:18])[N:7]1[C:10]([O:12][C:13]([CH3:16])([CH3:14])[CH3:15])=[O:11]. (2) Given the reactants [CH3:1][O:2][C:3]1[CH:16]=[CH:15][C:6]([CH:7]=[C:8]2[CH2:13][CH2:12][CH2:11][NH:10][C:9]2=[O:14])=[CH:5][CH:4]=1.CO, predict the reaction product. The product is: [CH3:1][O:2][C:3]1[CH:4]=[CH:5][C:6]([CH2:7][CH:8]2[CH2:13][CH2:12][CH2:11][NH:10][C:9]2=[O:14])=[CH:15][CH:16]=1. (3) Given the reactants [NH2:1][C:2]1[S:3][CH:4]=[CH:5][N:6]=1.O.O.O.[F:10][C:11]([F:19])([F:18])[C:12]([C:14]([F:17])([F:16])[F:15])=[O:13], predict the reaction product. The product is: [NH2:1][C:2]1[S:3][C:4]([C:12]([OH:13])([C:14]([F:17])([F:16])[F:15])[C:11]([F:19])([F:18])[F:10])=[CH:5][N:6]=1.